Dataset: Reaction yield outcomes from USPTO patents with 853,638 reactions. Task: Predict the reaction yield, written as a fraction of the theoretical maximum amount of product (1.0 means a 100% yield; for example, 0.34 means a 34% yield). The reactants are Br[C:2]1[CH:7]=[CH:6][CH:5]=[CH:4][N:3]=1.[CH:8]([C:11]([CH:16](C)C)(NCC)[CH3:12])(C)[CH3:9].CC(C)C#C. The catalyst is CN(C)C=O.C(OCC)(=O)C.Cl[Pd](Cl)([P](C1C=CC=CC=1)(C1C=CC=CC=1)C1C=CC=CC=1)[P](C1C=CC=CC=1)(C1C=CC=CC=1)C1C=CC=CC=1.[Cu]I. The product is [CH3:12][CH:11]([CH3:16])[C:8]#[C:9][C:2]1[CH:7]=[CH:6][CH:5]=[CH:4][N:3]=1. The yield is 0.730.